From a dataset of Catalyst prediction with 721,799 reactions and 888 catalyst types from USPTO. Predict which catalyst facilitates the given reaction. (1) The catalyst class is: 104. Reactant: [Cl:1][C:2]1[CH:3]=[C:4]([NH2:16])[CH:5]=[CH:6][C:7]=1[O:8][C:9]1[CH:14]=[CH:13][N:12]=[C:11](Cl)[CH:10]=1.[CH3:17][N:18]1[CH:22]=[C:21](B2OC(C)(C)C(C)(C)O2)[CH:20]=[N:19]1.C([O-])([O-])=O.[K+].[K+].O. Product: [Cl:1][C:2]1[CH:3]=[C:4]([CH:5]=[CH:6][C:7]=1[O:8][C:9]1[CH:14]=[CH:13][N:12]=[C:11]([C:21]2[CH:20]=[N:19][N:18]([CH3:17])[CH:22]=2)[CH:10]=1)[NH2:16]. (2) Reactant: [CH3:1][N:2]1[C:11]2[CH:10]=[CH:9][CH:8]=[C:7]3[CH:12]4[CH2:18][CH2:17][NH:16][CH2:15][CH2:14][CH:13]4[N:5]([C:6]=23)[CH2:4][CH2:3]1.Cl[CH2:20][CH2:21][CH2:22][C:23]([C:25]1[CH:30]=[CH:29][C:28]([F:31])=[CH:27][CH:26]=1)=[O:24].CCN(C(C)C)C(C)C. Product: [CH3:1][N:2]1[C:11]2[CH:10]=[CH:9][CH:8]=[C:7]3[CH:12]4[CH2:18][CH2:17][N:16]([CH2:20][CH2:21][CH2:22][C:23]([C:25]5[CH:26]=[CH:27][C:28]([F:31])=[CH:29][CH:30]=5)=[O:24])[CH2:15][CH2:14][CH:13]4[N:5]([C:6]=23)[CH2:4][CH2:3]1. The catalyst class is: 12.